The task is: Predict the reactants needed to synthesize the given product.. This data is from Full USPTO retrosynthesis dataset with 1.9M reactions from patents (1976-2016). (1) Given the product [F:20][C:17]1[CH:18]=[CH:19][C:14]([N:1]2[CH:5]=[C:4]([C:6]([O:8][CH2:9][CH3:10])=[O:7])[CH:3]=[N:2]2)=[N:15][CH:16]=1, predict the reactants needed to synthesize it. The reactants are: [NH:1]1[CH:5]=[C:4]([C:6]([O:8][CH2:9][CH3:10])=[O:7])[CH:3]=[N:2]1.[H-].[Na+].F[C:14]1[CH:19]=[CH:18][C:17]([F:20])=[CH:16][N:15]=1.O. (2) Given the product [C:19]([O:23][C:24](=[O:31])[NH:25][CH2:26][CH2:27][CH2:28][CH2:29][O:15][C:11]1[CH:12]=[CH:13][CH:14]=[C:9]([O:8][CH2:1][C:2]2[CH:3]=[CH:4][CH:5]=[CH:6][CH:7]=2)[C:10]=1[C:16](=[O:18])[CH3:17])([CH3:22])([CH3:21])[CH3:20], predict the reactants needed to synthesize it. The reactants are: [CH2:1]([O:8][C:9]1[CH:14]=[CH:13][CH:12]=[C:11]([OH:15])[C:10]=1[C:16](=[O:18])[CH3:17])[C:2]1[CH:7]=[CH:6][CH:5]=[CH:4][CH:3]=1.[C:19]([O:23][C:24](=[O:31])[NH:25][CH2:26][CH2:27][CH2:28][CH2:29]I)([CH3:22])([CH3:21])[CH3:20].C([O-])([O-])=O.[K+].[K+].O. (3) Given the product [ClH:2].[Cl:2][C:3]1[CH:11]=[C:10]([O:12][CH:13]2[CH2:18][CH2:17][N:16]([CH:19]([CH3:21])[CH3:20])[CH2:15][CH2:14]2)[CH:9]=[CH:8][C:4]=1[C:5]([N:24]1[CH2:25][C:29]2[C:28](=[CH:33][CH:32]=[CH:31][CH:30]=2)[CH2:27]1)=[O:6], predict the reactants needed to synthesize it. The reactants are: Cl.[Cl:2][C:3]1[CH:11]=[C:10]([O:12][CH:13]2[CH2:18][CH2:17][N:16]([CH:19]([CH3:21])[CH3:20])[CH2:15][CH2:14]2)[CH:9]=[CH:8][C:4]=1[C:5](Cl)=[O:6].CC[N:24]([CH2:27][C:28]1[CH:33]=[CH:32][CH:31]=[CH:30][CH:29]=1)[CH2:25]C.C=CC1C=CC=CC=1.C=CC1C=CC(C=C)=CC=1.C1C2C(=CC=CC=2)CN1. (4) Given the product [CH:8]1([P:7]([CH:1]2[CH2:2][CH2:3][CH2:4][CH2:5][CH2:6]2)[Cl:14])[CH2:9][CH2:10][CH2:11][CH2:12][CH2:13]1, predict the reactants needed to synthesize it. The reactants are: [CH:1]1([PH:7][CH:8]2[CH2:13][CH2:12][CH2:11][CH2:10][CH2:9]2)[CH2:6][CH2:5][CH2:4][CH2:3][CH2:2]1.[Cl:14]C(Cl)(Cl)C(OCC)=O.